Dataset: Full USPTO retrosynthesis dataset with 1.9M reactions from patents (1976-2016). Task: Predict the reactants needed to synthesize the given product. (1) Given the product [Cl:7][C:8]1[C:9]2[N:10]([C:17]([CH3:20])=[N:18][CH:19]=2)[C:11]([C:14]([NH:34][CH2:33][CH2:32][CH2:31][O:30][CH3:29])=[O:16])=[CH:12][N:13]=1, predict the reactants needed to synthesize it. The reactants are: C(Cl)(=O)C(Cl)=O.[Cl:7][C:8]1[C:9]2[N:10]([C:17]([CH3:20])=[N:18][CH:19]=2)[C:11]([C:14]([OH:16])=O)=[CH:12][N:13]=1.CN1CCN(C)C1=O.[CH3:29][O:30][CH2:31][CH2:32][CH2:33][NH2:34].C(N(CC)CC)C. (2) Given the product [F:22][C:2]1([F:1])[CH2:6][C@H:5]([CH:7]=[O:8])[N:4]([CH2:9][CH2:10][CH2:11][C:12]2[S:16][C:15]([C:17]([O:19][CH3:20])=[O:18])=[CH:14][CH:13]=2)[C:3]1=[O:21], predict the reactants needed to synthesize it. The reactants are: [F:1][C:2]1([F:22])[CH2:6][C@H:5]([CH2:7][OH:8])[N:4]([CH2:9][CH2:10][CH2:11][C:12]2[S:16][C:15]([C:17]([O:19][CH3:20])=[O:18])=[CH:14][CH:13]=2)[C:3]1=[O:21].FC1(F)C[C@H](CO)N(CCCCCCC(OC)=O)C1=O. (3) Given the product [F:14][C:9]1[CH:8]=[C:7]([C:3]2([OH:6])[CH2:4][N:24]([CH2:20][CH:21]([CH3:15])[CH3:22])[CH2:2]2)[CH:12]=[C:11]([F:13])[CH:10]=1, predict the reactants needed to synthesize it. The reactants are: Cl[CH2:2][C:3]([C:7]1[CH:12]=[C:11]([F:13])[CH:10]=[C:9]([F:14])[CH:8]=1)([OH:6])[CH2:4]Cl.[C:15](=O)(O)[O-].[Na+].[CH2:20]([NH2:24])[CH2:21][CH2:22]C. (4) Given the product [Cl:1][C:2]1[CH:3]=[C:4]([CH:24]([CH:32]2[CH2:36][CH2:35][CH2:34][CH2:33]2)[C:25]([O:27][CH2:28][CH3:29])=[O:26])[CH:5]=[C:6]([C:14]2[CH:15]=[CH:16][C:17]([C:20]([F:21])([F:22])[F:23])=[CH:18][CH:19]=2)[C:7]=1[O:8][CH2:9][C:10]([F:13])([F:12])[F:11], predict the reactants needed to synthesize it. The reactants are: [Cl:1][C:2]1[CH:3]=[C:4]([CH2:24][C:25]([O:27][CH2:28][CH3:29])=[O:26])[CH:5]=[C:6]([C:14]2[CH:19]=[CH:18][C:17]([C:20]([F:23])([F:22])[F:21])=[CH:16][CH:15]=2)[C:7]=1[O:8][CH2:9][C:10]([F:13])([F:12])[F:11].[H-].[Na+].[CH:32]1(Br)[CH2:36][CH2:35][CH2:34][CH2:33]1.[NH4+].[Cl-]. (5) Given the product [C:41]([O:40][C@H:5]1[CH2:6][C@@H:7]([O:32][Si:33]([C:36]([CH3:37])([CH3:39])[CH3:38])([CH3:35])[CH3:34])[C@H:8](/[CH:9]=[CH:10]/[C@@H:11]([O:24][Si:25]([CH2:28][CH3:29])([CH2:26][CH3:27])[CH2:30][CH3:31])[CH2:12][O:13][C:14]2[CH:19]=[CH:18][CH:17]=[C:16]([C:20]([F:23])([F:22])[F:21])[CH:15]=2)[C@H:4]1[CH2:1][CH:2]=[CH2:3])(=[O:47])[CH2:42][CH2:43][CH2:44][CH:45]=[CH2:46], predict the reactants needed to synthesize it. The reactants are: [CH2:1]([C@@H:4]1[C@@H:8](/[CH:9]=[CH:10]/[C@@H:11]([O:24][Si:25]([CH2:30][CH3:31])([CH2:28][CH3:29])[CH2:26][CH3:27])[CH2:12][O:13][C:14]2[CH:19]=[CH:18][CH:17]=[C:16]([C:20]([F:23])([F:22])[F:21])[CH:15]=2)[C@H:7]([O:32][Si:33]([C:36]([CH3:39])([CH3:38])[CH3:37])([CH3:35])[CH3:34])[CH2:6][C@@H:5]1[OH:40])[CH:2]=[CH2:3].[C:41](O)(=[O:47])[CH2:42][CH2:43][CH2:44][CH:45]=[CH2:46].C1(N=C=NC2CCCCC2)CCCCC1.